The task is: Predict the product of the given reaction.. This data is from Forward reaction prediction with 1.9M reactions from USPTO patents (1976-2016). (1) Given the reactants [CH:1]1[C:10]2[C:5](=[CH:6][CH:7]=[CH:8][CH:9]=2)[CH:4]=[CH:3][C:2]=1[OH:11].C([O-])([O-])=O.[K+].[K+].Br[CH2:19][CH2:20][OH:21], predict the reaction product. The product is: [CH:1]1[C:10]2[C:5](=[CH:6][CH:7]=[CH:8][CH:9]=2)[CH:4]=[CH:3][C:2]=1[O:11][CH2:19][CH2:20][OH:21]. (2) Given the reactants [OH:1][C:2]1[C:7]2[C:8](=[O:14])[O:9][C:10]([CH3:13])([CH3:12])[O:11][C:6]=2[CH:5]=[CH:4][CH:3]=1.[CH:15]1([CH2:20][CH2:21][CH2:22]O)[CH2:19][CH2:18][CH2:17][CH2:16]1, predict the reaction product. The product is: [CH:15]1([CH2:20][CH2:21][CH2:22][O:1][C:2]2[C:7]3[C:8](=[O:14])[O:9][C:10]([CH3:12])([CH3:13])[O:11][C:6]=3[CH:5]=[CH:4][CH:3]=2)[CH2:19][CH2:18][CH2:17][CH2:16]1. (3) Given the reactants [CH3:1][O:2][C:3]1[C:4]([O:27][CH2:28][CH2:29][O:30][CH3:31])=[CH:5][C:6]2[CH2:15][CH:14]([C:16]3([CH3:19])[CH2:18][CH2:17]3)[N:13]3[CH:8]([CH2:9][C:10](=[O:25])[C:11]([C:20]([O:22][CH2:23][CH3:24])=[O:21])=[CH:12]3)[C:7]=2[CH:26]=1.C1(Cl)C(=O)C(Cl)=C(Cl)C(=O)C=1Cl, predict the reaction product. The product is: [CH3:1][O:2][C:3]1[C:4]([O:27][CH2:28][CH2:29][O:30][CH3:31])=[CH:5][C:6]2[CH2:15][CH:14]([C:16]3([CH3:19])[CH2:18][CH2:17]3)[N:13]3[C:8](=[CH:9][C:10](=[O:25])[C:11]([C:20]([O:22][CH2:23][CH3:24])=[O:21])=[CH:12]3)[C:7]=2[CH:26]=1. (4) Given the reactants CO[C:3]1[CH:33]=[CH:32][C:6]([CH2:7][NH:8][C:9]2[C:18](/C=C(\C)/C(NCCC(C)(C)C)=O)=[CH:17]C3C(=CC=C(Br)C=3)N=2)=[CH:5][CH:4]=1.C([O-])(=[O:36])C.[K+].CC1(C)C(C)(C)OB(B2OC(C)(C)C(C)(C)O2)O1, predict the reaction product. The product is: [CH:6]1([CH2:7][NH:8][C:9](=[O:36])[CH2:18][CH3:17])[CH2:32][CH2:33][CH2:3][CH2:4][CH2:5]1. (5) The product is: [CH3:2][O:3][C:4](=[O:7])[CH2:5][N:6]([CH2:24][CH:20]=[CH2:21])[CH2:15][CH:16]=[CH2:17]. Given the reactants Cl.[CH3:2][O:3][C:4](=[O:7])[CH2:5][NH2:6].C(N(CC)CC)C.[CH2:15](Br)[CH:16]=[CH2:17].Cl.[CH2:20]1[CH2:24]OC[CH2:21]1, predict the reaction product. (6) Given the reactants [CH3:1][O:2][C:3]1[CH:7]=[CH:6][N:5]([CH3:8])[N:4]=1.[Br-:9].[Br-].[Br-].[NH+]1C=CC=CC=1.[NH+]1C=CC=CC=1.[NH+]1C=CC=CC=1.C([O-])(O)=O.[Na+], predict the reaction product. The product is: [Br:9][C:7]1[C:3]([O:2][CH3:1])=[N:4][N:5]([CH3:8])[CH:6]=1.